Dataset: Full USPTO retrosynthesis dataset with 1.9M reactions from patents (1976-2016). Task: Predict the reactants needed to synthesize the given product. Given the product [CH3:12][N:13]1[CH2:19][CH2:18][CH2:17][N:16]([C:2]2[S:6][C:5]([C:7]([O:9][CH2:10][CH3:11])=[O:8])=[CH:4][CH:3]=2)[CH2:15][CH2:14]1, predict the reactants needed to synthesize it. The reactants are: Br[C:2]1[S:6][C:5]([C:7]([O:9][CH2:10][CH3:11])=[O:8])=[CH:4][CH:3]=1.[CH3:12][N:13]1[CH2:19][CH2:18][CH2:17][NH:16][CH2:15][CH2:14]1.C1C=CC(P(C2C(C3C(P(C4C=CC=CC=4)C4C=CC=CC=4)=CC=C4C=3C=CC=C4)=C3C(C=CC=C3)=CC=2)C2C=CC=CC=2)=CC=1.C(=O)([O-])[O-].[Cs+].[Cs+].